From a dataset of Forward reaction prediction with 1.9M reactions from USPTO patents (1976-2016). Predict the product of the given reaction. Given the reactants O=S(Cl)Cl.[C:5]([C:9]1[NH:10][C:11]2[C:16]([CH:17]=1)=[CH:15][C:14]([N+:18]([O-:20])=[O:19])=[CH:13][C:12]=2[C:21]([OH:23])=[O:22])([CH3:8])([CH3:7])[CH3:6].[CH3:24]O, predict the reaction product. The product is: [C:5]([C:9]1[CH:17]=[C:16]2[C:11](=[C:12]([C:21]([O:23][CH3:24])=[O:22])[CH:13]=[C:14]([N+:18]([O-:20])=[O:19])[CH2:15]2)[N:10]=1)([CH3:8])([CH3:6])[CH3:7].